This data is from Reaction yield outcomes from USPTO patents with 853,638 reactions. The task is: Predict the reaction yield, written as a fraction of the theoretical maximum amount of product (1.0 means a 100% yield; for example, 0.34 means a 34% yield). (1) The reactants are [C:1]1([N:7]2[C:19]3[CH:18]=[CH:17][CH:16]=[CH:15][C:14]=3[C:13]3[C:8]2=[CH:9][CH:10]=[CH:11][CH:12]=3)[CH:6]=[CH:5][CH:4]=[CH:3][CH:2]=1.[Br:20]N1C(=O)CCC1=O. The catalyst is C(O)(=O)C. The product is [Br:20][C:16]1[CH:17]=[CH:18][C:19]2[N:7]([C:1]3[CH:2]=[CH:3][CH:4]=[CH:5][CH:6]=3)[C:8]3[C:13]([C:14]=2[CH:15]=1)=[CH:12][CH:11]=[CH:10][CH:9]=3. The yield is 0.880. (2) The reactants are [CH2:1]([C@H:8]1[N:13]([C:14](=[O:36])[CH2:15][CH2:16][C:17]2[CH:22]=[CH:21][CH:20]=[CH:19][C:18]=2[O:23][C:24]2[CH:29]=[CH:28][CH:27]=[CH:26][C:25]=2/[CH:30]=[CH:31]/[C:32]([O:34][CH3:35])=[O:33])[CH2:12][CH2:11][N:10]([C:37]([O:39][C:40]([CH3:43])([CH3:42])[CH3:41])=[O:38])[CH2:9]1)[C:2]1[CH:7]=[CH:6][CH:5]=[CH:4][CH:3]=1. The catalyst is C1COCC1.[Pd]. The product is [CH2:1]([C@H:8]1[N:13]([C:14](=[O:36])[CH2:15][CH2:16][C:17]2[CH:22]=[CH:21][CH:20]=[CH:19][C:18]=2[O:23][C:24]2[CH:29]=[CH:28][CH:27]=[CH:26][C:25]=2[CH2:30][CH2:31][C:32]([O:34][CH3:35])=[O:33])[CH2:12][CH2:11][N:10]([C:37]([O:39][C:40]([CH3:43])([CH3:42])[CH3:41])=[O:38])[CH2:9]1)[C:2]1[CH:7]=[CH:6][CH:5]=[CH:4][CH:3]=1. The yield is 0.910. (3) The reactants are [OH-].[Na+].[Cl:3][C:4]1[N:9]=[C:8]([N:10]2[CH2:15][CH2:14][O:13][CH2:12][C@H:11]2[CH3:16])[CH:7]=[C:6]([CH2:17][S:18]([CH2:21][CH3:22])(=[O:20])=[O:19])[N:5]=1.Br[CH2:24][CH2:25][O:26][CH2:27][CH2:28]Br. The catalyst is [Br-].C([N+](CCCC)(CCCC)CCCC)CCC.C1(C)C=CC=CC=1.CCOC(C)=O. The product is [Cl:3][C:4]1[N:9]=[C:8]([N:10]2[CH2:15][CH2:14][O:13][CH2:12][C@H:11]2[CH3:16])[CH:7]=[C:6]([C:17]2([S:18]([CH2:21][CH3:22])(=[O:20])=[O:19])[CH2:28][CH2:27][O:26][CH2:25][CH2:24]2)[N:5]=1. The yield is 0.650. (4) The reactants are [NH:1]1[C:5]2[NH:6][CH:7]=[CH:8][C:9](=O)[C:4]=2[CH:3]=[N:2]1.P(Cl)(Cl)(Cl)(Cl)[Cl:12]. The yield is 0.600. The catalyst is O=P(Cl)(Cl)Cl. The product is [Cl:12][C:9]1[CH:8]=[CH:7][N:6]=[C:5]2[NH:1][N:2]=[CH:3][C:4]=12.